From a dataset of Reaction yield outcomes from USPTO patents with 853,638 reactions. Predict the reaction yield, written as a fraction of the theoretical maximum amount of product (1.0 means a 100% yield; for example, 0.34 means a 34% yield). (1) The reactants are [Cl:1][C:2]1[CH:7]=[CH:6][C:5]([C:8]2[N:9]([CH2:23][C@H:24]([OH:29])[C:25]([F:28])([F:27])[F:26])[C:10](=[O:22])[N:11]([CH2:13][C:14]3[N:18]=[C:17]([CH:19]([OH:21])[CH3:20])[NH:16][N:15]=3)[N:12]=2)=[CH:4][CH:3]=1.[Cl:30][C:31]1[CH:32]=[C:33](B(O)O)[CH:34]=[CH:35][C:36]=1[F:37]. The catalyst is N1C=CC=CC=1.C([O-])(=O)C.[Cu+2].C([O-])(=O)C. The product is [Cl:30][C:31]1[CH:32]=[C:33]([N:16]2[C:17]([CH:19]([OH:21])[CH3:20])=[N:18][C:14]([CH2:13][N:11]3[C:10](=[O:22])[N:9]([CH2:23][C@H:24]([OH:29])[C:25]([F:26])([F:28])[F:27])[C:8]([C:5]4[CH:4]=[CH:3][C:2]([Cl:1])=[CH:7][CH:6]=4)=[N:12]3)=[N:15]2)[CH:34]=[CH:35][C:36]=1[F:37]. The yield is 0.191. (2) The reactants are [OH:1][C:2]1[CH:9]=[CH:8][C:5]([CH:6]=[O:7])=[CH:4][C:3]=1[CH3:10].CCN(CC)CC.[S:18](O[S:18]([C:21]([F:24])([F:23])[F:22])(=[O:20])=[O:19])([C:21]([F:24])([F:23])[F:22])(=[O:20])=[O:19]. The catalyst is CN(C1C=CN=CC=1)C.CCOC(C)=O. The product is [F:22][C:21]([F:24])([F:23])[S:18]([O:1][C:2]1[CH:9]=[CH:8][C:5]([CH:6]=[O:7])=[CH:4][C:3]=1[CH3:10])(=[O:20])=[O:19]. The yield is 0.910. (3) The product is [C:1]([C:5]1[CH:6]=[CH:7][C:8]([OH:11])=[C:9]([Cl:16])[CH:10]=1)([CH3:4])([CH3:2])[CH3:3]. The yield is 0.950. No catalyst specified. The reactants are [C:1]([C:5]1[CH:10]=[CH:9][C:8]([OH:11])=[CH:7][CH:6]=1)([CH3:4])([CH3:3])[CH3:2].CO.O.C(Cl)[Cl:16]. (4) The reactants are Cl[C:2]1[CH:7]=[CH:6][N+:5]([O-:8])=[CH:4][CH:3]=1.[Cl:9][C:10]1[CH:15]=[C:14]([Cl:16])[CH:13]=[CH:12][C:11]=1B(O)O. No catalyst specified. The product is [Cl:9][C:10]1[CH:15]=[C:14]([Cl:16])[CH:13]=[CH:12][C:11]=1[C:2]1[CH:7]=[CH:6][N+:5]([O-:8])=[CH:4][CH:3]=1. The yield is 0.500. (5) The reactants are [C:1]([O:5][C:6](=[O:22])[NH:7][C@H:8]([C:19](=[S:21])[NH2:20])[CH2:9][C:10]1[CH:15]=[CH:14][C:13]([N+:16]([O-:18])=[O:17])=[CH:12][CH:11]=1)([CH3:4])([CH3:3])[CH3:2].Br[CH2:24][C:25]([C:27]1[CH:32]=[CH:31][CH:30]=[CH:29][CH:28]=1)=O.N1C=CC=CC=1.CC(OC(OC(OC(C)(C)C)=O)=O)(C)C. The catalyst is CC#N.C(OCC)C. The product is [C:1]([O:5][C:6](=[O:22])[NH:7][C@H:8]([C:19]1[S:21][CH:24]=[C:25]([C:27]2[CH:32]=[CH:31][CH:30]=[CH:29][CH:28]=2)[N:20]=1)[CH2:9][C:10]1[CH:15]=[CH:14][C:13]([N+:16]([O-:18])=[O:17])=[CH:12][CH:11]=1)([CH3:4])([CH3:2])[CH3:3]. The yield is 0.390. (6) The reactants are [F:1][C:2]1[CH:7]=[C:6]([OH:8])[CH:5]=[CH:4][C:3]=1[NH:9][C:10]([C:12]1[C:13](=[O:25])[N:14]([C:19]2[CH:24]=[CH:23][CH:22]=[CH:21][CH:20]=2)[N:15]([CH3:18])[C:16]=1[CH3:17])=[O:11].CC([O-])(C)C.[K+].CN(C=O)C.Cl[C:38]1[CH:43]=[CH:42][N:41]=[C:40]([C:44]([NH2:46])=[O:45])[CH:39]=1. The catalyst is CCOC(C)=O.O. The product is [CH3:18][N:15]1[C:16]([CH3:17])=[C:12]([C:10]([NH:9][C:3]2[CH:4]=[CH:5][C:6]([O:8][C:38]3[CH:43]=[CH:42][N:41]=[C:40]([C:44]([NH2:46])=[O:45])[CH:39]=3)=[CH:7][C:2]=2[F:1])=[O:11])[C:13](=[O:25])[N:14]1[C:19]1[CH:20]=[CH:21][CH:22]=[CH:23][CH:24]=1. The yield is 0.912. (7) The reactants are [F:1][C:2]([F:7])([F:6])[C:3]([OH:5])=[O:4].C([O:15][C:16]1[CH:25]=[C:24]([F:26])[CH:23]=[C:22]2[C:17]=1[C:18](=[O:27])[NH:19][CH:20]=[N:21]2)C1C=CC=CC=1. The catalyst is C(OCC)C. The product is [F:1][C:2]([F:7])([F:6])[C:3]([OH:5])=[O:4].[OH:15][C:16]1[CH:25]=[C:24]([F:26])[CH:23]=[C:22]2[C:17]=1[C:18](=[O:27])[NH:19][CH:20]=[N:21]2. The yield is 0.750.